Dataset: Reaction yield outcomes from USPTO patents with 853,638 reactions. Task: Predict the reaction yield, written as a fraction of the theoretical maximum amount of product (1.0 means a 100% yield; for example, 0.34 means a 34% yield). (1) The product is [NH2:1][C:2]1[C:7]([C:32]2[CH:33]=[CH:34][C:29]([N:28]([CH3:38])[CH3:27])=[CH:30][CH:31]=2)=[CH:6][N:5]=[C:4]([N:9]2[CH2:14][CH2:13][CH:12]([C:15]([NH:17][CH2:18][C:19]3[CH:24]=[CH:23][C:22]([Cl:25])=[CH:21][C:20]=3[Cl:26])=[O:16])[CH2:11][CH2:10]2)[N:3]=1. The reactants are [NH2:1][C:2]1[C:7](Br)=[CH:6][N:5]=[C:4]([N:9]2[CH2:14][CH2:13][CH:12]([C:15]([NH:17][CH2:18][C:19]3[CH:24]=[CH:23][C:22]([Cl:25])=[CH:21][C:20]=3[Cl:26])=[O:16])[CH2:11][CH2:10]2)[N:3]=1.[CH3:27][N:28]([CH3:38])[C:29]1[CH:34]=[CH:33][C:32](B(O)O)=[CH:31][CH:30]=1.C([O-])([O-])=O.[K+].[K+].ClCCl.C(O)(C(F)(F)F)=O. The catalyst is CN(C)C=O.O. The yield is 0.140. (2) The reactants are C(O[C:6]([N:8]1[CH:13]2[CH2:14][CH2:15][CH:9]1[CH2:10][N:11]([C:16]1[N:21]=[CH:20][CH:19]=[CH:18][N:17]=1)[CH2:12]2)=[O:7])(C)(C)C.FC(F)(F)C1[CH:25]=[C:26]([C:30]2[CH:35]=[CH:34][C:33](C(O)=O)=[CH:32][CH:31]=2)[CH:27]=CC=1.[CH2:41](Cl)[CH2:42]Cl.[CH:45]1[CH:46]=CC2N(O)N=N[C:49]=2[CH:50]=1.Cl.O1CCOC[CH2:57]1. The catalyst is O.CCOC(C)=O. The product is [C:26]([C:30]1[CH:31]=[C:32]([C:42]2[CH:41]=[CH:49][C:50]([C:6]([N:8]3[CH:9]4[CH2:15][CH2:14][CH:13]3[CH2:12][N:11]([C:16]3[N:17]=[CH:18][CH:19]=[CH:20][N:21]=3)[CH2:10]4)=[O:7])=[CH:45][CH:46]=2)[CH:33]=[CH:34][CH:35]=1)([CH3:25])([CH3:27])[CH3:57]. The yield is 0.320. (3) The reactants are Br[C:2]1[CH:7]=[CH:6][C:5]([Br:8])=[CH:4][CH:3]=1.[CH:9]1[C:21]2[NH:20][C:19]3[C:14](=[CH:15][CH:16]=[CH:17][CH:18]=3)[C:13]=2[CH:12]=[CH:11][CH:10]=1.C(=O)([O-])[O-].[K+].[K+].C1OCCOCCOCCOCCOCCOC1. The catalyst is [Cu](I)I.CN1CCCN(C)C1=O. The product is [Br:8][C:5]1[CH:6]=[CH:7][C:2]([N:20]2[C:21]3[CH:9]=[CH:10][CH:11]=[CH:12][C:13]=3[C:14]3[C:19]2=[CH:18][CH:17]=[CH:16][CH:15]=3)=[CH:3][CH:4]=1. The yield is 0.350.